Task: Regression. Given a peptide amino acid sequence and an MHC pseudo amino acid sequence, predict their binding affinity value. This is MHC class II binding data.. Dataset: Peptide-MHC class II binding affinity with 134,281 pairs from IEDB (1) The peptide sequence is DDCVVRPIDDRFGLA. The MHC is DRB1_0801 with pseudo-sequence DRB1_0801. The binding affinity (normalized) is 0.321. (2) The peptide sequence is AHGETVSAVAELIGD. The binding affinity (normalized) is 0.148. The MHC is DRB1_0405 with pseudo-sequence DRB1_0405.